Dataset: Forward reaction prediction with 1.9M reactions from USPTO patents (1976-2016). Task: Predict the product of the given reaction. Given the reactants [CH:1]12[CH2:7][CH:5]([O:6]1)[CH2:4][N:3]([C:8]1[CH:17]=[C:16]3[C:11]([N:12]=[CH:13][CH:14]=[N:15]3)=[C:10]([O:18][CH:19]3[CH2:24][CH2:23][CH:22]([N:25]4C(=O)C5C(=CC=CC=5)C4=O)[CH2:21][CH2:20]3)[CH:9]=1)[CH2:2]2.O.NN, predict the reaction product. The product is: [CH:5]12[CH2:7][CH:1]([O:6]1)[CH2:2][N:3]([C:8]1[CH:17]=[C:16]3[C:11]([N:12]=[CH:13][CH:14]=[N:15]3)=[C:10]([O:18][CH:19]3[CH2:20][CH2:21][CH:22]([NH2:25])[CH2:23][CH2:24]3)[CH:9]=1)[CH2:4]2.